Dataset: Full USPTO retrosynthesis dataset with 1.9M reactions from patents (1976-2016). Task: Predict the reactants needed to synthesize the given product. (1) Given the product [Cl:19][C:20]([O:1][C:2]1[CH:3]=[CH:4][C:5]([C:6]([O:8][CH2:9][CH:10]([CH2:11][C:12]#[CH:13])[CH2:14][C:15]#[CH:16])=[O:7])=[CH:17][CH:18]=1)=[O:22], predict the reactants needed to synthesize it. The reactants are: [OH:1][C:2]1[CH:18]=[CH:17][C:5]([C:6]([O:8][CH2:9][CH:10]([CH2:14][C:15]#[CH:16])[CH2:11][C:12]#[CH:13])=[O:7])=[CH:4][CH:3]=1.[Cl:19][C:20](Cl)([O:22]C(=O)OC(Cl)(Cl)Cl)Cl.N1C=CC=CC=1. (2) Given the product [CH3:25][O:24][C:22](=[O:23])[CH2:21][S:16][C:4]1[C:5]([C:14]#[N:15])=[C:6]([C:8]2[CH:13]=[CH:12][CH:11]=[CH:10][CH:9]=2)[N:7]=[C:2]([NH2:1])[N:3]=1, predict the reactants needed to synthesize it. The reactants are: [NH2:1][C:2]1[NH:3][C:4](=[S:16])[C:5]([C:14]#[N:15])=[C:6]([C:8]2[CH:13]=[CH:12][CH:11]=[CH:10][CH:9]=2)[N:7]=1.C[O-].[Na+].Cl[CH2:21][C:22]([O:24][CH3:25])=[O:23]. (3) Given the product [Br:20][C:13]1[S:14][C:10]([C:7]2[CH:8]=[CH:9][C:2]([F:1])=[C:3]([CH:6]=2)[C:4]#[N:5])=[CH:11][N:12]=1, predict the reactants needed to synthesize it. The reactants are: [F:1][C:2]1[CH:9]=[CH:8][C:7]([C:10]2[S:14][CH:13]=[N:12][CH:11]=2)=[CH:6][C:3]=1[C:4]#[N:5].C([O-])(=O)C.[K+].[Br:20]Br.[OH-].[Na+]. (4) Given the product [Br:17][C:18]1[CH:24]=[CH:23][C:21]([NH:22][CH2:1][C:3]2[CH:16]=[CH:15][C:6]([C:7]([NH:9][CH2:10][CH2:11][C:12]([OH:14])=[O:13])=[O:8])=[CH:5][CH:4]=2)=[CH:20][CH:19]=1, predict the reactants needed to synthesize it. The reactants are: [CH:1]([C:3]1[CH:16]=[CH:15][C:6]([C:7]([NH:9][CH2:10][CH2:11][C:12]([OH:14])=[O:13])=[O:8])=[CH:5][CH:4]=1)=O.[Br:17][C:18]1[CH:24]=[CH:23][C:21]([NH2:22])=[CH:20][CH:19]=1.C(O)(=O)C.C([BH3-])#N.[Na+]. (5) Given the product [CH3:1][O:2][C:3](=[O:32])[C:4]1[CH:9]=[CH:8][C:7]([O:10][CH2:11][CH2:12][CH2:13][O:41]/[N:40]=[CH:39]/[C:38]2[CH:37]=[CH:36][C:35]([C:34]([F:33])([F:45])[F:44])=[CH:43][CH:42]=2)=[CH:6][C:5]=1[NH:15][C:16](=[O:31])[C:17]1[CH:22]=[C:21]([C:23]([F:26])([F:25])[F:24])[CH:20]=[C:19]([C:27]([F:30])([F:29])[F:28])[CH:18]=1, predict the reactants needed to synthesize it. The reactants are: [CH3:1][O:2][C:3](=[O:32])[C:4]1[CH:9]=[CH:8][C:7]([O:10][CH2:11][CH2:12][CH2:13]Br)=[CH:6][C:5]=1[NH:15][C:16](=[O:31])[C:17]1[CH:22]=[C:21]([C:23]([F:26])([F:25])[F:24])[CH:20]=[C:19]([C:27]([F:30])([F:29])[F:28])[CH:18]=1.[F:33][C:34]([F:45])([F:44])[C:35]1[CH:43]=[CH:42][C:38]([CH:39]=[N:40][OH:41])=[CH:37][CH:36]=1.C(=O)([O-])[O-].[Cs+].[Cs+]. (6) The reactants are: Br[C:2]1[CH:3]=[C:4]([NH:10][C:11]2[CH:21]=[CH:20][C:14]([C:15]([N:17]([CH3:19])[CH3:18])=[O:16])=[CH:13][N:12]=2)[C:5](=[O:9])[N:6]([CH3:8])[CH:7]=1.[B:22]1([B:22]2[O:26][C:25]([CH3:28])([CH3:27])[C:24]([CH3:30])([CH3:29])[O:23]2)[O:26][C:25]([CH3:28])([CH3:27])[C:24]([CH3:30])([CH3:29])[O:23]1.C([O-])(=O)C.[K+].CC(C1C=C(C(C)C)C(C2C=CC=CC=2P(C2CCCCC2)C2CCCCC2)=C(C(C)C)C=1)C. Given the product [CH3:18][N:17]([CH3:19])[C:15](=[O:16])[C:14]1[CH:20]=[CH:21][C:11]([NH:10][C:4]2[C:5](=[O:9])[N:6]([CH3:8])[CH:7]=[C:2]([B:22]3[O:26][C:25]([CH3:28])([CH3:27])[C:24]([CH3:30])([CH3:29])[O:23]3)[CH:3]=2)=[N:12][CH:13]=1, predict the reactants needed to synthesize it. (7) Given the product [Br:1][C:2]1[CH:7]=[N:6][CH:5]=[C:4]([N:8]2[CH2:14][CH2:13][CH2:12][S:9]2(=[O:11])=[O:10])[CH:3]=1, predict the reactants needed to synthesize it. The reactants are: [Br:1][C:2]1[CH:3]=[C:4]([NH:8][S:9]([CH2:12][CH2:13][CH2:14]Cl)(=[O:11])=[O:10])[CH:5]=[N:6][CH:7]=1.CN(C=O)C.[H-].[Na+]. (8) Given the product [Cl:1][C:2]1[CH:13]=[CH:12][C:5]([C:6]([NH:8][CH:9]2[CH2:11][CH2:10]2)=[O:7])=[CH:4][C:3]=1[C:39]1[CH:40]=[C:41]2[C:46](=[CH:47][CH:48]=1)[C:45]([N:49]1[CH2:50][CH2:51][O:52][CH2:53][CH2:54]1)=[N:44][N:43]=[CH:42]2, predict the reactants needed to synthesize it. The reactants are: [Cl:1][C:2]1[CH:13]=[CH:12][C:5]([C:6]([NH:8][CH:9]2[CH2:11][CH2:10]2)=[O:7])=[CH:4][C:3]=1I.C([O-])(=O)C.[K+].B1(B2OC(C)(C)C(C)(C)O2)OC(C)(C)C(C)(C)O1.Br[C:39]1[CH:40]=[C:41]2[C:46](=[CH:47][CH:48]=1)[C:45]([N:49]1[CH2:54][CH2:53][O:52][CH2:51][CH2:50]1)=[N:44][N:43]=[CH:42]2.C(=O)([O-])[O-].[Na+].[Na+].O. (9) Given the product [ClH:24].[NH:1]([CH2:8][C:9]([NH:11][C:12]1[CH:17]=[CH:16][C:15]([C:18]2[CH:19]=[CH:20][N:21]=[CH:22][CH:23]=2)=[CH:14][CH:13]=1)=[O:10])[C:2]1[CH:7]=[CH:6][CH:5]=[CH:4][CH:3]=1, predict the reactants needed to synthesize it. The reactants are: [NH:1]([CH2:8][C:9]([NH:11][C:12]1[CH:17]=[CH:16][C:15]([C:18]2[CH:23]=[CH:22][N:21]=[CH:20][CH:19]=2)=[CH:14][CH:13]=1)=[O:10])[C:2]1[CH:7]=[CH:6][CH:5]=[CH:4][CH:3]=1.[ClH:24].